From a dataset of Forward reaction prediction with 1.9M reactions from USPTO patents (1976-2016). Predict the product of the given reaction. (1) Given the reactants C(N(C(C)C)CC)(C)C.[C:10]([O:14][C:15]([N:17]1[CH2:22][CH2:21][CH:20]([NH2:23])[CH2:19][CH2:18]1)=[O:16])([CH3:13])([CH3:12])[CH3:11].Cl[C:25]([O:27][CH2:28][C:29]1[CH:34]=[CH:33][CH:32]=[CH:31][CH:30]=1)=[O:26], predict the reaction product. The product is: [C:10]([O:14][C:15]([N:17]1[CH2:22][CH2:21][CH:20]([NH:23][C:25]([O:27][CH2:28][C:29]2[CH:34]=[CH:33][CH:32]=[CH:31][CH:30]=2)=[O:26])[CH2:19][CH2:18]1)=[O:16])([CH3:13])([CH3:11])[CH3:12]. (2) Given the reactants [N+:1]([C:4]1[CH:5]=[N:6][NH:7][CH:8]=1)([O-:3])=[O:2].[OH-].[Na+].S(OC)(O[CH3:15])(=O)=O, predict the reaction product. The product is: [CH3:15][N:6]1[CH:5]=[C:4]([N+:1]([O-:3])=[O:2])[CH:8]=[N:7]1. (3) Given the reactants Cl[C:2]1[CH:7]=[CH:6][N:5]=[C:4]2[C:8]([CH3:11])=[CH:9][S:10][C:3]=12.[C:12]([N:15]1[CH2:20][CH2:19][CH:18]([C:21]2[N:22]=[C:23]([NH:26][C:27]3[N:32]=[CH:31][C:30]([S:33]CCC(OC)=O)=[CH:29][C:28]=3[O:40][C:41]3[CH:46]=[CH:45][CH:44]=[CH:43][CH:42]=3)[S:24][CH:25]=2)[CH2:17][CH2:16]1)(=[O:14])[CH3:13].CC([O-])(C)C.[K+], predict the reaction product. The product is: [CH3:11][C:8]1[C:4]2=[N:5][CH:6]=[CH:7][C:2]([S:33][C:30]3[CH:29]=[C:28]([O:40][C:41]4[CH:46]=[CH:45][CH:44]=[CH:43][CH:42]=4)[C:27]([NH:26][C:23]4[S:24][CH:25]=[C:21]([CH:18]5[CH2:19][CH2:20][N:15]([C:12](=[O:14])[CH3:13])[CH2:16][CH2:17]5)[N:22]=4)=[N:32][CH:31]=3)=[C:3]2[S:10][CH:9]=1. (4) Given the reactants [Cl:1][C:2]1[C:5](=[O:6])[C:4]2([CH2:11]CCC[CH2:7]2)[C:3]=1[NH:12][C@@H:13]([CH2:19][C:20]1[CH:25]=[CH:24][C:23]([NH:26][C:27](=[O:36])[C:28]2[C:33]([Cl:34])=[CH:32][N:31]=[CH:30][C:29]=2[Cl:35])=[CH:22][CH:21]=1)[C:14]([O:16][CH2:17][CH3:18])=[O:15].ClN1C(=O)CCC1=O, predict the reaction product. The product is: [Cl:1][C:2]1[C:5](=[O:6])[C:4]([CH3:7])([CH3:11])[C:3]=1[NH:12][C@@H:13]([CH2:19][C:20]1[CH:21]=[CH:22][C:23]([NH:26][C:27](=[O:36])[C:28]2[C:29]([Cl:35])=[CH:30][N:31]=[CH:32][C:33]=2[Cl:34])=[CH:24][CH:25]=1)[C:14]([O:16][CH2:17][CH3:18])=[O:15]. (5) Given the reactants [C:1]([O:5][C:6]([NH:8][C@@H:9]([CH2:13][C:14]1[CH:19]=[CH:18][CH:17]=[CH:16][C:15]=1[N+:20]([O-])=O)[C:10](O)=[O:11])=[O:7])([CH3:4])([CH3:3])[CH3:2], predict the reaction product. The product is: [C:1]([O:5][C:6](=[O:7])[NH:8][C@H:9]1[CH2:13][C:14]2[C:15](=[CH:16][CH:17]=[CH:18][CH:19]=2)[NH:20][C:10]1=[O:11])([CH3:4])([CH3:3])[CH3:2]. (6) Given the reactants [NH2:1][C@H:2]1[CH2:8][CH2:7][S:6][C@H:5]2[CH2:9][CH2:10][CH2:11][CH2:12][N:4]2[C:3]1=[O:13].F[C:15](F)(F)C(O)=O.N[C@H](C)CCCCO, predict the reaction product. The product is: [NH2:1][C@H:2]1[CH2:8][CH2:7][S:6][C@H:5]2[CH2:9][CH2:10][CH2:11][C@@H:12]([CH3:15])[N:4]2[C:3]1=[O:13]. (7) Given the reactants [C:1]1([C:7]2[CH:15]=[CH:14][CH:13]=[C:12]3[C:8]=2[C:9]2[CH:19]=[CH:18][CH:17]=[N:16][C:10]=2[NH:11]3)[CH:6]=[CH:5][CH:4]=[CH:3][CH:2]=1.[CH3:20][O:21]C1C=C(B(O)O)C=CC=1, predict the reaction product. The product is: [CH3:20][O:21][C:5]1[CH:6]=[C:1]([C:7]2[CH:15]=[CH:14][CH:13]=[C:12]3[C:8]=2[C:9]2[CH:19]=[CH:18][CH:17]=[N:16][C:10]=2[NH:11]3)[CH:2]=[CH:3][CH:4]=1.